This data is from Reaction yield outcomes from USPTO patents with 853,638 reactions. The task is: Predict the reaction yield, written as a fraction of the theoretical maximum amount of product (1.0 means a 100% yield; for example, 0.34 means a 34% yield). (1) The yield is 0.290. The catalyst is C1(C)C=CC=CC=1.C([O-])(=O)C.[Pd+2].C([O-])(=O)C. The reactants are FC(F)(F)S(O[C:7]1[CH:16]=[CH:15][CH:14]=[C:13]2[C:8]=1[CH:9]=[CH:10][C:11]([CH3:17])=[N:12]2)(=O)=O.[CH3:20][C@@H:21]1[CH2:26][NH:25][CH2:24][CH2:23][NH:22]1.C(=O)([O-])[O-].[Cs+].[Cs+].C1(P(C2C=CC=CC=2)C2C=CC3C(=CC=CC=3)C=2C2C3C(=CC=CC=3)C=CC=2P(C2C=CC=CC=2)C2C=CC=CC=2)C=CC=CC=1. The product is [CH3:17][C:11]1[CH:10]=[CH:9][C:8]2[C:13](=[CH:14][CH:15]=[CH:16][C:7]=2[N:25]2[CH2:24][CH2:23][NH:22][C@H:21]([CH3:20])[CH2:26]2)[N:12]=1. (2) The product is [CH3:1][N:2]1[C:10]2[C:5](=[CH:6][CH:7]=[CH:8][CH:9]=2)[C:4]([CH2:11][N:12]([CH3:42])[C:13](=[O:41])/[CH:14]=[CH:15]/[C:16]2[CH:17]=[N:18][C:19]3[NH:20][C:21](=[O:40])[CH:22]([NH2:26])[CH2:23][C:24]=3[CH:25]=2)=[CH:3]1. The yield is 0.710. The catalyst is O1CCOCC1. The reactants are [CH3:1][N:2]1[C:10]2[C:5](=[CH:6][CH:7]=[CH:8][CH:9]=2)[C:4]([CH2:11][N:12]([CH3:42])[C:13](=[O:41])/[CH:14]=[CH:15]/[C:16]2[CH:17]=[N:18][C:19]3[NH:20][C:21](=[O:40])[CH:22]([N:26]=C(C4C=CC=CC=4)C4C=CC=CC=4)[CH2:23][C:24]=3[CH:25]=2)=[CH:3]1.Cl.[OH-].[Na+]. (3) The reactants are [NH2:1][C:2]1[CH:3]=[C:4]([CH:24]=[C:25]([C:27]([F:30])([F:29])[F:28])[CH:26]=1)[C:5]([NH:7][C:8]1[CH:13]=[CH:12][CH:11]=[C:10]([C@@H:14]([NH:16][C:17]2[CH:22]=[N:21][CH:20]=[C:19]([Cl:23])[N:18]=2)[CH3:15])[CH:9]=1)=[O:6].ClCCOCCCl.C(=O)([O-])[O-].[K+].[K+].[CH3:44][N:45]([CH3:48])[CH:46]=O. No catalyst specified. The product is [Cl:23][C:19]1[N:18]=[C:17]([NH:16][C@H:14]([C:10]2[CH:9]=[C:8]([NH:7][C:5](=[O:6])[C:4]3[CH:24]=[C:25]([C:27]([F:30])([F:29])[F:28])[CH:26]=[C:2](/[N:1]=[CH:44]\[N:45]([CH3:48])[CH3:46])[CH:3]=3)[CH:13]=[CH:12][CH:11]=2)[CH3:15])[CH:22]=[N:21][CH:20]=1. The yield is 0.160. (4) The reactants are [CH3:1][O:2][C:3]1[CH:4]=[CH:5][C:6]2[O:10][CH:9]=[C:8]([CH3:11])[C:7]=2[CH:12]=1.[Cl:13][CH2:14][CH2:15][CH2:16][CH2:17][C:18](Cl)=[O:19].[N+](C)([O-])=O.[Cl-].[Al+3].[Cl-].[Cl-]. The catalyst is O. The product is [Cl:13][CH2:14][CH2:15][CH2:16][CH2:17][C:18]([C:9]1[O:10][C:6]2[CH:5]=[CH:4][C:3]([O:2][CH3:1])=[CH:12][C:7]=2[C:8]=1[CH3:11])=[O:19]. The yield is 0.760.